Dataset: Forward reaction prediction with 1.9M reactions from USPTO patents (1976-2016). Task: Predict the product of the given reaction. (1) Given the reactants [O:1]1[CH:7]=[CH:6][CH:5]([C:8]2[CH:9]=[C:10]([CH:13]=[CH:14][CH:15]=2)[C:11]#[N:12])[CH2:4][O:3][CH2:2]1, predict the reaction product. The product is: [O:1]1[CH2:7][CH2:6][CH:5]([C:8]2[CH:9]=[C:10]([CH:13]=[CH:14][CH:15]=2)[C:11]#[N:12])[CH2:4][O:3][CH2:2]1. (2) Given the reactants C(O[C:6]([N:8]1[CH2:13][CH2:12][O:11][CH:10]([C:14]2[CH:19]=[CH:18][C:17]([C:20]3[N:21]([CH3:25])[CH:22]=[CH:23][N:24]=3)=[CH:16][CH:15]=2)[CH2:9]1)=O)(C)(C)C.[CH3:26][N:27]1[C:32](=[O:33])[CH:31]=[C:30]([C:34]2[CH:39]=[CH:38][N:37]=[CH:36][N:35]=2)[N:29]=C1N1CCOC(C2ON=C(C3C=CC=CC=3)N=2)C1.C(N(CC)CC)C.N1C(=O)C=CN=C1C1N=CC=CN=1, predict the reaction product. The product is: [CH3:26][N:27]1[C:32](=[O:33])[CH:31]=[C:30]([C:34]2[CH:39]=[CH:38][N:37]=[CH:36][N:35]=2)[N:29]=[C:6]1[N:8]1[CH2:13][CH2:12][O:11][CH:10]([C:14]2[CH:15]=[CH:16][C:17]([C:20]3[N:21]([CH3:25])[CH:22]=[CH:23][N:24]=3)=[CH:18][CH:19]=2)[CH2:9]1.